Regression. Given two drug SMILES strings and cell line genomic features, predict the synergy score measuring deviation from expected non-interaction effect. From a dataset of NCI-60 drug combinations with 297,098 pairs across 59 cell lines. (1) Drug 1: CCCCCOC(=O)NC1=NC(=O)N(C=C1F)C2C(C(C(O2)C)O)O. Drug 2: CC1C(C(CC(O1)OC2CC(CC3=C2C(=C4C(=C3O)C(=O)C5=C(C4=O)C(=CC=C5)OC)O)(C(=O)CO)O)N)O.Cl. Cell line: SNB-75. Synergy scores: CSS=25.3, Synergy_ZIP=-1.10, Synergy_Bliss=-2.22, Synergy_Loewe=-21.8, Synergy_HSA=-1.73. (2) Drug 1: C1CCC(CC1)NC(=O)N(CCCl)N=O. Drug 2: C1=CC(=CC=C1CC(C(=O)O)N)N(CCCl)CCCl.Cl. Cell line: CAKI-1. Synergy scores: CSS=62.2, Synergy_ZIP=-3.47, Synergy_Bliss=2.99, Synergy_Loewe=5.00, Synergy_HSA=8.29. (3) Drug 1: CC12CCC(CC1=CCC3C2CCC4(C3CC=C4C5=CN=CC=C5)C)O. Drug 2: C1CCN(CC1)CCOC2=CC=C(C=C2)C(=O)C3=C(SC4=C3C=CC(=C4)O)C5=CC=C(C=C5)O. Cell line: UACC-257. Synergy scores: CSS=3.59, Synergy_ZIP=0.114, Synergy_Bliss=2.19, Synergy_Loewe=0.0887, Synergy_HSA=0.0633. (4) Drug 1: CCN(CC)CCNC(=O)C1=C(NC(=C1C)C=C2C3=C(C=CC(=C3)F)NC2=O)C. Drug 2: C#CCC(CC1=CN=C2C(=N1)C(=NC(=N2)N)N)C3=CC=C(C=C3)C(=O)NC(CCC(=O)O)C(=O)O. Cell line: COLO 205. Synergy scores: CSS=48.7, Synergy_ZIP=-0.954, Synergy_Bliss=-2.04, Synergy_Loewe=-0.939, Synergy_HSA=-0.254. (5) Drug 1: CC1=C(C(=O)C2=C(C1=O)N3CC4C(C3(C2COC(=O)N)OC)N4)N. Drug 2: N.N.Cl[Pt+2]Cl. Cell line: SF-268. Synergy scores: CSS=55.9, Synergy_ZIP=-8.31, Synergy_Bliss=-3.12, Synergy_Loewe=1.01, Synergy_HSA=3.02.